Dataset: Catalyst prediction with 721,799 reactions and 888 catalyst types from USPTO. Task: Predict which catalyst facilitates the given reaction. (1) Reactant: [F:1][C:2]1[CH:3]=[C:4]([S:9]([C:12]2[CH:13]=[C:14]3[C:18](=[CH:19][CH:20]=2)[N:17]([C:21]([C:34]2[CH:39]=[CH:38][CH:37]=[CH:36][CH:35]=2)([C:28]2[CH:33]=[CH:32][CH:31]=[CH:30][CH:29]=2)[C:22]2[CH:27]=[CH:26][CH:25]=[CH:24][CH:23]=2)[N:16]=[C:15]3[NH:40][C:41](=[O:64])[C:42]2[CH:47]=[CH:46][C:45]([N+:48]([O-])=O)=[CH:44][C:43]=2[N:51]([CH:58]2[CH2:63][CH2:62][O:61][CH2:60][CH2:59]2)[C:52](=[O:57])[C:53]([F:56])([F:55])[F:54])(=[O:11])=[O:10])[CH:5]=[C:6]([F:8])[CH:7]=1.C1CCCCC=1. Product: [NH2:48][C:45]1[CH:46]=[CH:47][C:42]([C:41]([NH:40][C:15]2[C:14]3[C:18](=[CH:19][CH:20]=[C:12]([S:9]([C:4]4[CH:5]=[C:6]([F:8])[CH:7]=[C:2]([F:1])[CH:3]=4)(=[O:10])=[O:11])[CH:13]=3)[N:17]([C:21]([C:34]3[CH:39]=[CH:38][CH:37]=[CH:36][CH:35]=3)([C:28]3[CH:29]=[CH:30][CH:31]=[CH:32][CH:33]=3)[C:22]3[CH:27]=[CH:26][CH:25]=[CH:24][CH:23]=3)[N:16]=2)=[O:64])=[C:43]([N:51]([CH:58]2[CH2:59][CH2:60][O:61][CH2:62][CH2:63]2)[C:52](=[O:57])[C:53]([F:56])([F:54])[F:55])[CH:44]=1. The catalyst class is: 505. (2) Reactant: [Br:1][C:2]1[N:7]=[C:6]([CH:8]=O)[CH:5]=[CH:4][CH:3]=1.[CH3:10][NH2:11].C(O[BH-](OC(=O)C)OC(=O)C)(=O)C.[Na+]. Product: [Br:1][C:2]1[N:7]=[C:6]([CH2:8][NH:11][CH3:10])[CH:5]=[CH:4][CH:3]=1. The catalyst class is: 2. (3) Reactant: CN(C)C=O.[O:6]=[C:7]1[NH:12][CH:11]=[N:10][C:9]([N:13]2[CH2:18][CH2:17][N:16]([C:19]([O:21][C:22]([CH3:25])([CH3:24])[CH3:23])=[O:20])[CH2:15][CH2:14]2)=[N:8]1.C(=O)([O-])[O-].[K+].[K+].[Cl:32][C:33]1[CH:40]=[CH:39][C:36]([CH2:37]Br)=[CH:35][CH:34]=1. Product: [Cl:32][C:33]1[CH:40]=[CH:39][C:36]([CH2:37][N:12]2[CH:11]=[N:10][C:9]([N:13]3[CH2:14][CH2:15][N:16]([C:19]([O:21][C:22]([CH3:25])([CH3:24])[CH3:23])=[O:20])[CH2:17][CH2:18]3)=[N:8][C:7]2=[O:6])=[CH:35][CH:34]=1. The catalyst class is: 6. (4) The catalyst class is: 30. Product: [F:1][C:2]1[CH:7]=[CH:6][C:5]([C:8](=[N:10][O:11][CH2:12][C:13]([OH:15])=[O:14])[CH3:9])=[CH:4][CH:3]=1. Reactant: [F:1][C:2]1[CH:7]=[CH:6][C:5]([C:8](=[N:10][O:11][CH2:12][C:13]([O:15]CC)=[O:14])[CH3:9])=[CH:4][CH:3]=1.O.[OH-].[Li+].